Dataset: Catalyst prediction with 721,799 reactions and 888 catalyst types from USPTO. Task: Predict which catalyst facilitates the given reaction. (1) Reactant: [CH:1]([N:14]1[C:26]2[CH:25]=[C:24]([C:27](O)=[O:28])[CH:23]=[CH:22][C:21]=2[C:20]2[C:15]1=[CH:16][C:17]([C:32]1[C:33]([CH3:38])=[N:34][O:35][C:36]=1[CH3:37])=[CH:18][C:19]=2[C:30]#[N:31])([C:8]1[CH:13]=[CH:12][CH:11]=[CH:10][CH:9]=1)[C:2]1[CH:7]=[CH:6][CH:5]=[CH:4][CH:3]=1.[CH3:39][N:40](C(ON1N=NC2C=CC=CC1=2)=[N+](C)C)[CH3:41].[B-](F)(F)(F)F.CNC.C1COCC1. Product: [CH:1]([N:14]1[C:26]2[CH:25]=[C:24]([C:27]([N:40]([CH3:41])[CH3:39])=[O:28])[CH:23]=[CH:22][C:21]=2[C:20]2[C:15]1=[CH:16][C:17]([C:32]1[C:33]([CH3:38])=[N:34][O:35][C:36]=1[CH3:37])=[CH:18][C:19]=2[C:30]#[N:31])([C:8]1[CH:9]=[CH:10][CH:11]=[CH:12][CH:13]=1)[C:2]1[CH:7]=[CH:6][CH:5]=[CH:4][CH:3]=1. The catalyst class is: 18. (2) Reactant: [F:1][CH2:2][CH2:3][CH2:4]O.CC(OI1(OC(C)=O)(OC(C)=O)OC(=O)C2C=CC=CC1=2)=O.[CH3:28][O:29][C:30]1[CH:49]=[CH:48][C:33]2[N:34]=[C:35]3[N:40]=[C:39]([C:41]4[CH:47]=[CH:46][C:44]([NH2:45])=[CH:43][CH:42]=4)[CH:38]=[CH:37][N:36]3[C:32]=2[CH:31]=1.[BH-](OC(C)=O)(OC(C)=O)OC(C)=O.[Na+]. Product: [F:1][CH2:2][CH2:3][CH2:4][NH:45][C:44]1[CH:46]=[CH:47][C:41]([C:39]2[CH:38]=[CH:37][N:36]3[C:32]4[CH:31]=[C:30]([O:29][CH3:28])[CH:49]=[CH:48][C:33]=4[N:34]=[C:35]3[N:40]=2)=[CH:42][CH:43]=1. The catalyst class is: 279. (3) Reactant: [CH3:1][C:2]1[CH:18]=[CH:17][C:5]2[N:6](N)[CH:7]([C:10]3[CH:15]=[CH:14][CH:13]=[CH:12][CH:11]=3)[CH2:8][O:9][C:4]=2[CH:3]=1.[C:19]1(=O)[CH2:24][CH2:23][CH2:22][C:21](=[O:25])[CH2:20]1.O.C1(C)C=CC(S(O)(=O)=O)=CC=1. Product: [CH3:1][C:2]1[CH:18]=[C:17]2[C:5]3=[C:4]([O:9][CH2:8][CH:7]([C:10]4[CH:15]=[CH:14][CH:13]=[CH:12][CH:11]=4)[N:6]3[C:19]3[CH2:24][CH2:23][CH2:22][C:21](=[O:25])[C:20]2=3)[CH:3]=1. The catalyst class is: 11. (4) Reactant: [O:1]1[C:5]2[CH:6]=[CH:7][CH:8]=[CH:9][C:4]=2[N:3]=[C:2]1[NH:10][C:11]1[CH:16]=[CH:15][C:14]([NH:17][C:18]2[C:23]([NH2:24])=[CH:22][N:21]=[CH:20][N:19]=2)=[CH:13][CH:12]=1.[C:25](=O)(ON1C(=O)CCC1=O)[O:26]N1C(=O)CCC1=O. Product: [O:1]1[C:5]2[CH:6]=[CH:7][CH:8]=[CH:9][C:4]=2[N:3]=[C:2]1[NH:10][C:11]1[CH:16]=[CH:15][C:14]([N:17]2[C:25](=[O:26])[NH:24][C:23]3[C:18]2=[N:19][CH:20]=[N:21][CH:22]=3)=[CH:13][CH:12]=1. The catalyst class is: 18.